Dataset: Peptide-MHC class I binding affinity with 185,985 pairs from IEDB/IMGT. Task: Regression. Given a peptide amino acid sequence and an MHC pseudo amino acid sequence, predict their binding affinity value. This is MHC class I binding data. (1) The peptide sequence is HPVHAGPIA. The MHC is HLA-A31:01 with pseudo-sequence HLA-A31:01. The binding affinity (normalized) is 0. (2) The peptide sequence is KKMIRPQPME. The MHC is HLA-A30:01 with pseudo-sequence HLA-A30:01. The binding affinity (normalized) is 0.161.